From a dataset of hERG Central: cardiac toxicity at 1µM, 10µM, and general inhibition. Predict hERG channel inhibition at various concentrations. (1) The molecule is CCOC(=O)c1cc(CC)sc1NC(=O)CN1CCN(C(=O)C2CCCO2)CC1. Results: hERG_inhib (hERG inhibition (general)): blocker. (2) The compound is OCCCC1CCCCN1Cc1nc(Cc2ccccc2Cl)no1. Results: hERG_inhib (hERG inhibition (general)): blocker. (3) The molecule is CCOC(=O)C1(Cc2cccc(OC)c2)CCN(Cc2cc(OC)ccc2OC)CC1. Results: hERG_inhib (hERG inhibition (general)): blocker. (4) Results: hERG_inhib (hERG inhibition (general)): blocker. The molecule is CCCCOc1ccc(C(=O)N/C(=C/C=C/c2ccccc2)C(=O)NC)cc1. (5) The molecule is CN1CCN(c2oc(/C=C/c3ccccc3)nc2C#N)CC1. Results: hERG_inhib (hERG inhibition (general)): blocker. (6) The drug is CCOC(=O)N1CCC(N2Cc3cccc(C(=O)Nc4cccc(F)c4)c3C2=O)CC1. Results: hERG_inhib (hERG inhibition (general)): blocker. (7) The compound is COc1ccccc1N1CCN(C(=O)c2ccc([N+](=O)[O-])s2)CC1. Results: hERG_inhib (hERG inhibition (general)): blocker.